Dataset: NCI-60 drug combinations with 297,098 pairs across 59 cell lines. Task: Regression. Given two drug SMILES strings and cell line genomic features, predict the synergy score measuring deviation from expected non-interaction effect. (1) Drug 1: CN1C(=O)N2C=NC(=C2N=N1)C(=O)N. Drug 2: CCN(CC)CCNC(=O)C1=C(NC(=C1C)C=C2C3=C(C=CC(=C3)F)NC2=O)C. Cell line: A549. Synergy scores: CSS=-3.35, Synergy_ZIP=0.992, Synergy_Bliss=-2.14, Synergy_Loewe=-6.29, Synergy_HSA=-6.78. (2) Drug 1: C1=C(C(=O)NC(=O)N1)F. Drug 2: C1C(C(OC1N2C=NC3=C2NC=NCC3O)CO)O. Cell line: LOX IMVI. Synergy scores: CSS=26.0, Synergy_ZIP=-6.49, Synergy_Bliss=-10.6, Synergy_Loewe=-9.29, Synergy_HSA=-7.01. (3) Drug 1: CC1OCC2C(O1)C(C(C(O2)OC3C4COC(=O)C4C(C5=CC6=C(C=C35)OCO6)C7=CC(=C(C(=C7)OC)O)OC)O)O. Drug 2: CC1=CC2C(CCC3(C2CCC3(C(=O)C)OC(=O)C)C)C4(C1=CC(=O)CC4)C. Cell line: UACC-257. Synergy scores: CSS=13.0, Synergy_ZIP=2.15, Synergy_Bliss=12.5, Synergy_Loewe=4.50, Synergy_HSA=9.92. (4) Drug 1: C1=NC2=C(N=C(N=C2N1C3C(C(C(O3)CO)O)O)F)N. Drug 2: CC(C)(C#N)C1=CC(=CC(=C1)CN2C=NC=N2)C(C)(C)C#N. Cell line: CCRF-CEM. Synergy scores: CSS=37.8, Synergy_ZIP=2.28, Synergy_Bliss=5.44, Synergy_Loewe=-1.55, Synergy_HSA=2.04. (5) Drug 1: CC1=C(C=C(C=C1)NC(=O)C2=CC=C(C=C2)CN3CCN(CC3)C)NC4=NC=CC(=N4)C5=CN=CC=C5. Drug 2: C1=CC=C(C=C1)NC(=O)CCCCCCC(=O)NO. Cell line: UO-31. Synergy scores: CSS=7.05, Synergy_ZIP=1.65, Synergy_Bliss=-2.38, Synergy_Loewe=-6.76, Synergy_HSA=-3.00. (6) Drug 1: C1CC(C1)(C(=O)O)C(=O)O.[NH2-].[NH2-].[Pt+2]. Drug 2: CN(C(=O)NC(C=O)C(C(C(CO)O)O)O)N=O. Cell line: HCT116. Synergy scores: CSS=2.67, Synergy_ZIP=-2.33, Synergy_Bliss=-3.24, Synergy_Loewe=-5.72, Synergy_HSA=-6.04. (7) Drug 1: C(=O)(N)NO. Drug 2: CS(=O)(=O)OCCCCOS(=O)(=O)C. Cell line: OVCAR-5. Synergy scores: CSS=15.9, Synergy_ZIP=-6.64, Synergy_Bliss=-2.90, Synergy_Loewe=0.257, Synergy_HSA=1.43. (8) Drug 1: CCN(CC)CCCC(C)NC1=C2C=C(C=CC2=NC3=C1C=CC(=C3)Cl)OC. Drug 2: CC(C)NC(=O)C1=CC=C(C=C1)CNNC.Cl. Cell line: COLO 205. Synergy scores: CSS=41.0, Synergy_ZIP=9.90, Synergy_Bliss=5.77, Synergy_Loewe=-31.9, Synergy_HSA=0.555. (9) Drug 1: C1=NC2=C(N=C(N=C2N1C3C(C(C(O3)CO)O)F)Cl)N. Drug 2: N.N.Cl[Pt+2]Cl. Cell line: OVCAR-8. Synergy scores: CSS=45.9, Synergy_ZIP=-9.55, Synergy_Bliss=-1.92, Synergy_Loewe=0.118, Synergy_HSA=2.47.